The task is: Predict which catalyst facilitates the given reaction.. This data is from Catalyst prediction with 721,799 reactions and 888 catalyst types from USPTO. (1) Reactant: [CH3:1][N:2]([CH3:23])[C:3]1([C:21]#N)[CH2:8][CH2:7][CH:6]([CH2:9][O:10][CH2:11][C:12]#[C:13][Si:14]([CH2:19][CH3:20])([CH2:17][CH3:18])[CH2:15][CH3:16])[CH2:5][CH2:4]1.C([Mg]Cl)[C:25]1[CH:30]=[CH:29][CH:28]=[CH:27][CH:26]=1.[Cl-].[NH4+].O. The catalyst class is: 7. Product: [CH2:21]([C:3]1([N:2]([CH3:23])[CH3:1])[CH2:8][CH2:7][CH:6]([CH2:9][O:10][CH2:11][C:12]#[C:13][Si:14]([CH2:19][CH3:20])([CH2:17][CH3:18])[CH2:15][CH3:16])[CH2:5][CH2:4]1)[C:25]1[CH:30]=[CH:29][CH:28]=[CH:27][CH:26]=1. (2) Product: [CH2:1]([C:3]1[N:7]2[CH:8]=[CH:9][C:10]([NH2:12])=[CH:11][C:6]2=[N:5][C:4]=1[CH2:20][CH2:21][CH3:22])[CH3:2]. The catalyst class is: 13. Reactant: [CH2:1]([C:3]1[N:7]2[CH:8]=[CH:9][C:10]([NH:12]C(=O)OC(C)(C)C)=[CH:11][C:6]2=[N:5][C:4]=1[CH2:20][CH2:21][CH3:22])[CH3:2].C(OCC)(=O)C.Cl. (3) Reactant: [F:1][C:2]1[CH:3]=[C:4]([CH:50]=[CH:51][CH:52]=1)[CH2:5][N:6]1[CH:10]=[C:9]([C:11]2[C:19]3[C:14](=[N:15][CH:16]=[C:17]([C:20]4[CH:25]=[CH:24][C:23]([N:26]5[CH2:31][CH2:30][N:29](C(OC(C)(C)C)=O)[CH2:28][CH2:27]5)=[C:22]([CH3:39])[CH:21]=4)[CH:18]=3)[N:13]([S:40]([C:43]3[CH:49]=[CH:48][C:46]([CH3:47])=[CH:45][CH:44]=3)(=[O:42])=[O:41])[CH:12]=2)[CH:8]=[N:7]1.CO.[ClH:55]. Product: [ClH:55].[F:1][C:2]1[CH:3]=[C:4]([CH:50]=[CH:51][CH:52]=1)[CH2:5][N:6]1[CH:10]=[C:9]([C:11]2[C:19]3[C:14](=[N:15][CH:16]=[C:17]([C:20]4[CH:25]=[CH:24][C:23]([N:26]5[CH2:27][CH2:28][NH:29][CH2:30][CH2:31]5)=[C:22]([CH3:39])[CH:21]=4)[CH:18]=3)[N:13]([S:40]([C:43]3[CH:44]=[CH:45][C:46]([CH3:47])=[CH:48][CH:49]=3)(=[O:41])=[O:42])[CH:12]=2)[CH:8]=[N:7]1. The catalyst class is: 12. (4) Reactant: [CH:1]1([C:7](=[NH:17])[NH:8][CH2:9][C:10](OC(C)(C)C)=[O:11])[CH2:6][CH2:5][CH2:4][CH2:3][CH2:2]1.[Cl:18][CH2:19]CCl. Product: [Cl:18][C:19]1[N:17]=[C:7]([CH:1]2[CH2:6][CH2:5][CH2:4][CH2:3][CH2:2]2)[NH:8][C:9]=1[CH:10]=[O:11]. The catalyst class is: 55. (5) Reactant: [C:1]1([C:7]2[CH:15]=[C:11]([C:12]([OH:14])=[O:13])[C:10]([OH:16])=[CH:9][CH:8]=2)[CH:6]=[CH:5][CH:4]=[CH:3][CH:2]=1.[CH2:17](O)[CH3:18].S(=O)(=O)(O)O.Cl.C(OCC)(=O)C. Product: [C:1]1([C:7]2[CH:15]=[C:11]([C:12]([O:14][CH2:17][CH3:18])=[O:13])[C:10]([OH:16])=[CH:9][CH:8]=2)[CH:2]=[CH:3][CH:4]=[CH:5][CH:6]=1. The catalyst class is: 11. (6) Reactant: [N:1]([CH:4]([C:26]1[CH:31]=[CH:30][CH:29]=[CH:28][CH:27]=1)[C:5]1[CH:6]=[C:7]([CH:23]=[CH:24][CH:25]=1)[O:8][CH2:9][C:10]1[CH:15]=[CH:14][C:13]([C:16]2([C:19]([O:21]C)=[O:20])[CH2:18][CH2:17]2)=[CH:12][CH:11]=1)=[N+:2]=[N-:3].[OH-].[Na+]. Product: [N:1]([CH:4]([C:26]1[CH:27]=[CH:28][CH:29]=[CH:30][CH:31]=1)[C:5]1[CH:6]=[C:7]([CH:23]=[CH:24][CH:25]=1)[O:8][CH2:9][C:10]1[CH:11]=[CH:12][C:13]([C:16]2([C:19]([OH:21])=[O:20])[CH2:18][CH2:17]2)=[CH:14][CH:15]=1)=[N+:2]=[N-:3]. The catalyst class is: 111.